The task is: Predict which catalyst facilitates the given reaction.. This data is from Catalyst prediction with 721,799 reactions and 888 catalyst types from USPTO. (1) Reactant: [NH2:1][C:2]1[CH:11]=[CH:10][C:5]([C:6]([O:8]C)=O)=[CH:4][C:3]=1[OH:12].[N:13]1(C(N2C=CN=C2)=N)C=CN=[CH:14]1.C(OCC)(=O)C.[H-].[H-].[H-].[H-].[Li+].[Al+3]. Product: [NH2:13][C:14]1[O:12][C:3]2[CH:4]=[C:5]([CH2:6][OH:8])[CH:10]=[CH:11][C:2]=2[N:1]=1. The catalyst class is: 1. (2) Reactant: C([N:8]([C:20](=[O:50])[CH2:21][C:22]([C:25]1[CH:30]=[C:29]([P:31]([O:42][CH2:43][CH3:44])([CH2:33][P:34]([O:39][CH2:40][CH3:41])([O:36][CH2:37][CH3:38])=[O:35])=[O:32])[CH:28]=[CH:27][C:26]=1[O:45][C:46](=[O:49])[CH2:47][CH3:48])([CH3:24])[CH3:23])[C@H:9]([C:17]([OH:19])=[O:18])[CH2:10][C:11]1[CH:16]=[CH:15][CH:14]=[CH:13][CH:12]=1)C1C=CC=CC=1. Product: [C:46]([O:45][C:26]1[CH:27]=[CH:28][C:29]([P:31]([O:42][CH2:43][CH3:44])([CH2:33][P:34]([O:36][CH2:37][CH3:38])([O:39][CH2:40][CH3:41])=[O:35])=[O:32])=[CH:30][C:25]=1[C:22]([CH3:24])([CH3:23])[CH2:21][C:20]([NH:8][C@H:9]([C:17]([OH:19])=[O:18])[CH2:10][C:11]1[CH:12]=[CH:13][CH:14]=[CH:15][CH:16]=1)=[O:50])(=[O:49])[CH2:47][CH3:48]. The catalyst class is: 19. (3) Reactant: [C:1]([NH:18][CH2:19][CH2:20][CH2:21]I)([O:3][CH2:4][CH:5]1[C:17]2[C:12](=[CH:13][CH:14]=[CH:15][CH:16]=2)[C:11]2[C:6]1=[CH:7][CH:8]=[CH:9][CH:10]=2)=[O:2].C(Cl)Cl.[CH3:26][N:27]([CH:29]=[O:30])C.[NH2:31][C:32]([NH2:34])=O.[CH3:35][Si:36]([CH3:41])([CH3:40])[CH2:37][CH2:38]O. Product: [CH3:4][O:3][C:1](=[O:2])[CH:26]([NH:27][C:29](=[O:30])[CH2:38][CH2:37][Si:36]([CH3:41])([CH3:40])[CH3:35])[CH2:17][C:5]1[N:31]=[CH:32][N:34]([CH2:21][CH2:20][CH2:19][NH:18][C:1]([O:3][CH2:4][CH:5]2[C:17]3[CH:16]=[CH:15][CH:14]=[CH:13][C:12]=3[C:11]3[C:6]2=[CH:7][CH:8]=[CH:9][CH:10]=3)=[O:2])[CH:6]=1. The catalyst class is: 23. (4) Reactant: CS(O[CH2:6][C:7]1[CH:12]=[C:11]([O:13][CH2:14][CH2:15][CH2:16][CH2:17][CH2:18][CH2:19][CH2:20][CH2:21]/[CH:22]=[CH:23]\[CH2:24]/[CH:25]=[CH:26]\[CH2:27][CH2:28][CH2:29][CH2:30][CH3:31])[N:10]=[C:9]([O:32][CH2:33][CH2:34][CH2:35][CH2:36][CH2:37][CH2:38][CH2:39][CH2:40]/[CH:41]=[CH:42]\[CH2:43]/[CH:44]=[CH:45]\[CH2:46][CH2:47][CH2:48][CH2:49][CH3:50])[CH:8]=1)(=O)=O.[CH3:51][NH:52][CH3:53]. Product: [CH2:14]([O:13][C:11]1[CH:12]=[C:7]([CH2:6][N:52]([CH3:53])[CH3:51])[CH:8]=[C:9]([O:32][CH2:33][CH2:34][CH2:35][CH2:36][CH2:37][CH2:38][CH2:39][CH2:40]/[CH:41]=[CH:42]\[CH2:43]/[CH:44]=[CH:45]\[CH2:46][CH2:47][CH2:48][CH2:49][CH3:50])[N:10]=1)[CH2:15][CH2:16][CH2:17][CH2:18][CH2:19][CH2:20][CH2:21]/[CH:22]=[CH:23]\[CH2:24]/[CH:25]=[CH:26]\[CH2:27][CH2:28][CH2:29][CH2:30][CH3:31]. The catalyst class is: 3. (5) Reactant: C(OC(=O)[NH:7][C:8]1[CH:13]=[C:12]([CH3:14])[C:11]([N:15]([CH2:18][CH3:19])[CH2:16][CH3:17])=[CH:10][C:9]=1[CH3:20])(C)(C)C.[F:22][C:23]([F:28])([F:27])[C:24]([OH:26])=[O:25]. Product: [CH2:18]([N:15]([CH2:16][CH3:17])[C:11]1[CH:10]=[C:9]([CH3:20])[C:8]([NH2:7])=[CH:13][C:12]=1[CH3:14])[CH3:19].[C:24]([OH:26])([C:23]([F:28])([F:27])[F:22])=[O:25]. The catalyst class is: 4. (6) Reactant: [C:1]([O:5][C:6]([N:8]1[CH2:12][CH2:11][CH2:10][C@H:9]1[C:13]([OH:15])=O)=[O:7])([CH3:4])([CH3:3])[CH3:2].CN1CCOCC1.[CH3:23][O:24][C:25](=[O:30])[C@@H:26]([NH2:29])[CH2:27][OH:28]. Product: [OH:28][CH2:27][C@H:26]([NH:29][C:13]([C@@H:9]1[CH2:10][CH2:11][CH2:12][N:8]1[C:6]([O:5][C:1]([CH3:2])([CH3:3])[CH3:4])=[O:7])=[O:15])[C:25]([O:24][CH3:23])=[O:30]. The catalyst class is: 606.